From a dataset of Full USPTO retrosynthesis dataset with 1.9M reactions from patents (1976-2016). Predict the reactants needed to synthesize the given product. (1) Given the product [Br:11][C:8]1[CH:9]=[CH:10][C:5]([C:3]2[NH:18][C:16]([NH:15][C:12](=[O:14])[CH3:13])=[N:17][CH:2]=2)=[CH:6][CH:7]=1, predict the reactants needed to synthesize it. The reactants are: Br[CH2:2][C:3]([C:5]1[CH:10]=[CH:9][C:8]([Br:11])=[CH:7][CH:6]=1)=O.[C:12]([NH:15][C:16]([NH2:18])=[NH:17])(=[O:14])[CH3:13]. (2) The reactants are: C(O[C:4]1[CH:9]=[CH:8][N:7]=[C:6]([N:10]2[CH2:14][CH2:13][CH2:12][CH2:11]2)[N:5]=1)C.O=P(Cl)(Cl)[Cl:17]. Given the product [Cl:17][C:4]1[CH:9]=[CH:8][N:7]=[C:6]([N:10]2[CH2:14][CH2:13][CH2:12][CH2:11]2)[N:5]=1, predict the reactants needed to synthesize it.